Dataset: Catalyst prediction with 721,799 reactions and 888 catalyst types from USPTO. Task: Predict which catalyst facilitates the given reaction. (1) Reactant: C[O:2][C:3]([C:5]1[S:25][C:8]2[C:9]3[CH:10]=[CH:11][C:12]([C:16](=[O:24])[NH:17][CH:18]4[CH2:23][CH2:22][CH2:21][CH2:20][CH2:19]4)=[CH:13][C:14]=3[S:15][C:7]=2[C:6]=1[O:26][CH2:27][C:28]([O:30]CC)=[O:29])=[O:4].O. Product: [C:28]([CH2:27][O:26][C:6]1[C:7]2[S:15][C:14]3[CH:13]=[C:12]([C:16](=[O:24])[NH:17][CH:18]4[CH2:23][CH2:22][CH2:21][CH2:20][CH2:19]4)[CH:11]=[CH:10][C:9]=3[C:8]=2[S:25][C:5]=1[C:3]([OH:4])=[O:2])([OH:30])=[O:29]. The catalyst class is: 1. (2) Reactant: [Br:1][C:2]1[CH:3]=[C:4]2[C:12](=[CH:13][CH:14]=1)[NH:11][C:10]1[CH:9]([NH:15][CH:16]3[CH2:24][C:23]4[C:18](=[CH:19][CH:20]=[CH:21][CH:22]=4)[CH2:17]3)[CH2:8][CH2:7][CH2:6][C:5]2=1.[ClH:25]. Product: [ClH:25].[Br:1][C:2]1[CH:3]=[C:4]2[C:12](=[CH:13][CH:14]=1)[NH:11][C:10]1[C@@H:9]([NH:15][CH:16]3[CH2:24][C:23]4[C:18](=[CH:19][CH:20]=[CH:21][CH:22]=4)[CH2:17]3)[CH2:8][CH2:7][CH2:6][C:5]2=1. The catalyst class is: 5. (3) Reactant: C[O:2][C:3]([CH:5]1[CH2:8][N:7]([CH2:9][C:10]2[CH:15]=[CH:14][C:13]([CH2:16][S:17][C:18]3[CH:23]=[CH:22][C:21]([C:24]4[CH:29]=[CH:28][CH:27]=[CH:26][CH:25]=4)=[C:20]([C:30]([F:33])([F:32])[F:31])[CH:19]=3)=[CH:12][CH:11]=2)[CH2:6]1)=[O:4].O[Li].O. Product: [F:32][C:30]([F:31])([F:33])[C:20]1[CH:19]=[C:18]([S:17][CH2:16][C:13]2[CH:14]=[CH:15][C:10]([CH2:9][N:7]3[CH2:8][CH:5]([C:3]([OH:4])=[O:2])[CH2:6]3)=[CH:11][CH:12]=2)[CH:23]=[CH:22][C:21]=1[C:24]1[CH:25]=[CH:26][CH:27]=[CH:28][CH:29]=1. The catalyst class is: 24. (4) Reactant: [CH3:1][S:2]([C:5]1[CH:13]=[CH:12][C:8]([C:9](O)=[O:10])=[CH:7][CH:6]=1)(=[O:4])=[O:3].[C:14](Cl)(=O)[C:15](Cl)=O.[CH:20](/[C:36]1[CH:41]=[CH:40][C:39]([NH2:42])=[CH:38][C:37]=1[S:43]([O:46]C(C)C)(=[O:45])=[O:44])=[CH:21]\[C:22]1[CH:27]=[CH:26][C:25]([NH2:28])=[CH:24][C:23]=1[S:29]([O:32]C(C)C)(=[O:31])=[O:30].[C:50](=[O:53])([O-])[O-].[K+].[K+]. Product: [CH:20](/[C:36]1[CH:41]=[CH:40][C:39]([NH:42][C:9](=[O:10])[C:8]2[CH:12]=[CH:13][C:5]([S:2]([CH3:1])(=[O:4])=[O:3])=[CH:6][CH:7]=2)=[CH:38][C:37]=1[S:43]([OH:46])(=[O:45])=[O:44])=[CH:21]\[C:22]1[CH:27]=[CH:26][C:25]([NH:28][C:50](=[O:53])[C:15]2[CH:14]=[CH:13][C:5]([S:2]([CH3:1])(=[O:4])=[O:3])=[CH:6][CH:7]=2)=[CH:24][C:23]=1[S:29]([OH:32])(=[O:30])=[O:31]. The catalyst class is: 213. (5) Reactant: [N+:1]([C:4]1[CH:15]=[CH:14][C:7]2[N:8]=[C:9]([C:11]([OH:13])=O)[S:10][C:6]=2[CH:5]=1)([O-:3])=[O:2].[NH2:16][C@@H:17]([C:30]1[CH:35]=[CH:34][CH:33]=[CH:32][CH:31]=1)[C:18]([N:20]([CH2:22][C:23]1[CH:28]=[CH:27][C:26]([F:29])=[CH:25][CH:24]=1)[CH3:21])=[O:19].CN(C(ON1N=NC2C=CC=NC1=2)=[N+](C)C)C.F[P-](F)(F)(F)(F)F.CCN(C(C)C)C(C)C. Product: [F:29][C:26]1[CH:25]=[CH:24][C:23]([CH2:22][N:20]([CH3:21])[C:18](=[O:19])[C@@H:17]([NH:16][C:11]([C:9]2[S:10][C:6]3[CH:5]=[C:4]([N+:1]([O-:3])=[O:2])[CH:15]=[CH:14][C:7]=3[N:8]=2)=[O:13])[C:30]2[CH:35]=[CH:34][CH:33]=[CH:32][CH:31]=2)=[CH:28][CH:27]=1. The catalyst class is: 18. (6) Reactant: Br[C:2]1[CH:28]=[CH:27][C:5]([C:6]([NH:8][C:9]2[CH:14]=[CH:13][C:12]([O:15][CH3:16])=[C:11]([NH:17][C:18](=[O:26])[CH2:19][N:20]3[CH2:25][CH2:24][O:23][CH2:22][CH2:21]3)[CH:10]=2)=[O:7])=[CH:4][CH:3]=1.[CH3:29][O:30][C:31]1[CH:32]=[C:33](B(O)O)[CH:34]=[CH:35][CH:36]=1.C(=O)([O-])[O-].[Na+].[Na+]. Product: [CH3:29][O:30][C:31]1[CH:36]=[C:35]([C:2]2[CH:28]=[CH:27][C:5]([C:6]([NH:8][C:9]3[CH:14]=[CH:13][C:12]([O:15][CH3:16])=[C:11]([NH:17][C:18](=[O:26])[CH2:19][N:20]4[CH2:25][CH2:24][O:23][CH2:22][CH2:21]4)[CH:10]=3)=[O:7])=[CH:4][CH:3]=2)[CH:34]=[CH:33][CH:32]=1. The catalyst class is: 12. (7) Reactant: [N:1]12[CH2:8][CH2:7][CH:4]([CH2:5][CH2:6]1)[CH:3]([C:9]([Cl:11])=[O:10])[CH2:2]2.C([N:15](CC)[CH:16]([CH3:18])[CH3:17])(C)C.N[C:22]1C=CC=[C:27]2[C:23]=1[CH:24]=[N:25][NH:26]2. Product: [ClH:11].[NH:26]1[CH:27]2[CH:23]([CH:22]=[CH:18][C:16]([NH:15][C:9]([CH:3]3[CH:4]4[CH2:7][CH2:8][N:1]([CH2:6][CH2:5]4)[CH2:2]3)=[O:10])=[CH:17]2)[CH:24]=[N:25]1. The catalyst class is: 142. (8) Reactant: [I:1][C:2]1[CH:8]=[CH:7][C:5]([NH2:6])=[CH:4][CH:3]=1.N([O-])=O.[Na+].[N-:13]=[N+:14]=[N-].[Na+]. Product: [N:6]([C:5]1[CH:7]=[CH:8][C:2]([I:1])=[CH:3][CH:4]=1)=[N+:13]=[N-:14]. The catalyst class is: 484.